Dataset: Reaction yield outcomes from USPTO patents with 853,638 reactions. Task: Predict the reaction yield, written as a fraction of the theoretical maximum amount of product (1.0 means a 100% yield; for example, 0.34 means a 34% yield). The reactants are [NH2:1][C:2]1[N:3]=[C:4]([O:35][CH3:36])[C:5]2[C:10]([C:11]3[CH:16]=[CH:15][CH:14]=[CH:13][CH:12]=3)=[C:9]([C:17]3[CH:22]=[CH:21][C:20]([C:23]4([NH:27][C:28](=[O:34])[O:29][C:30]([CH3:33])([CH3:32])[CH3:31])[CH2:26][CH2:25][CH2:24]4)=[CH:19][CH:18]=3)[O:8][C:6]=2[N:7]=1.[C:37](Cl)(=[O:39])[CH3:38]. The catalyst is N1C=CC=CC=1. The product is [C:37]([NH:1][C:2]1[N:3]=[C:4]([O:35][CH3:36])[C:5]2[C:10]([C:11]3[CH:12]=[CH:13][CH:14]=[CH:15][CH:16]=3)=[C:9]([C:17]3[CH:22]=[CH:21][C:20]([C:23]4([NH:27][C:28](=[O:34])[O:29][C:30]([CH3:32])([CH3:33])[CH3:31])[CH2:26][CH2:25][CH2:24]4)=[CH:19][CH:18]=3)[O:8][C:6]=2[N:7]=1)(=[O:39])[CH3:38]. The yield is 0.520.